This data is from Full USPTO retrosynthesis dataset with 1.9M reactions from patents (1976-2016). The task is: Predict the reactants needed to synthesize the given product. (1) Given the product [C:1]([C:3]1[CH:4]=[C:5]2[C:10](=[N:11][CH:12]=1)[N:9]([CH3:13])[C:8](=[O:14])[C:7]([C:15]([NH:17][CH2:18][C:19]([OH:21])=[O:20])=[O:16])=[C:6]2[OH:26])#[CH:2], predict the reactants needed to synthesize it. The reactants are: [C:1]([C:3]1[CH:4]=[C:5]2[C:10](=[N:11][CH:12]=1)[N:9]([CH3:13])[C:8](=[O:14])[C:7]([C:15]([NH:17][CH2:18][C:19]([O:21]C(C)(C)C)=[O:20])=[O:16])=[C:6]2[OH:26])#[CH:2].C(O)(C(F)(F)F)=O. (2) Given the product [Si:17]([O:16][C@H:15]1[CH2:14][C@@H:13]([OH:24])[CH:12]=[CH:11][C@@H:10]1[CH2:9][O:8][Si:1]([C:4]([CH3:7])([CH3:6])[CH3:5])([CH3:2])[CH3:3])([C:20]([CH3:23])([CH3:22])[CH3:21])([CH3:19])[CH3:18], predict the reactants needed to synthesize it. The reactants are: [Si:1]([O:8][CH2:9][C@@H:10]1[C@@H:15]([O:16][Si:17]([C:20]([CH3:23])([CH3:22])[CH3:21])([CH3:19])[CH3:18])[CH2:14][C:13](=[O:24])[CH:12]=[CH:11]1)([C:4]([CH3:7])([CH3:6])[CH3:5])([CH3:3])[CH3:2].[BH4-].[Na+].